Dataset: Full USPTO retrosynthesis dataset with 1.9M reactions from patents (1976-2016). Task: Predict the reactants needed to synthesize the given product. (1) Given the product [Cl:13][C:14]1[CH:19]=[CH:18][CH:17]=[CH:16][C:15]=1[S:20]([NH:23][C:2]1[C:11]([Cl:12])=[N:10][C:9]2[C:4](=[CH:5][CH:6]=[CH:7][CH:8]=2)[N:3]=1)(=[O:22])=[O:21], predict the reactants needed to synthesize it. The reactants are: Cl[C:2]1[C:11]([Cl:12])=[N:10][C:9]2[C:4](=[CH:5][CH:6]=[CH:7][CH:8]=2)[N:3]=1.[Cl:13][C:14]1[CH:19]=[CH:18][CH:17]=[CH:16][C:15]=1[S:20]([NH2:23])(=[O:22])=[O:21].C(=O)([O-])[O-].[K+].[K+]. (2) Given the product [CH2:3]([O:5][C:6]1[CH:11]=[CH:10][C:9]([S:12]([NH:15][CH:16]2[CH2:17][CH2:18][C:19]3([N:23]=[C:22]([CH3:24])[N:21]([CH:30]([C:32]4[CH:37]=[CH:36][CH:35]=[CH:34][CH:33]=4)[CH3:31])[C:20]3=[O:25])[CH2:26][CH2:27]2)(=[O:13])=[O:14])=[CH:8][C:7]=1[CH3:28])[CH3:4], predict the reactants needed to synthesize it. The reactants are: [H-].[Na+].[CH2:3]([O:5][C:6]1[CH:11]=[CH:10][C:9]([S:12]([NH:15][CH:16]2[CH2:27][CH2:26][C:19]3([N:23]=[C:22]([CH3:24])[NH:21][C:20]3=[O:25])[CH2:18][CH2:17]2)(=[O:14])=[O:13])=[CH:8][C:7]=1[CH3:28])[CH3:4].Br[CH:30]([C:32]1[CH:37]=[CH:36][CH:35]=[CH:34][CH:33]=1)[CH3:31]. (3) Given the product [N+:1]([C:7]1[C:8]2[N:12]=[N:11][NH:10][C:9]=2[CH:13]=[CH:14][C:6]=1[CH3:5])([O-:4])=[O:2], predict the reactants needed to synthesize it. The reactants are: [N+:1]([O-:4])(O)=[O:2].[CH3:5][C:6]1[CH:14]=[CH:13][C:9]2[NH:10][N:11]=[N:12][C:8]=2[CH:7]=1. (4) Given the product [F:20][C:21]1[CH:28]=[CH:27][C:24]([CH2:25][N:4]2[CH2:3][CH2:2][N:1]([C:7]3[CH:8]=[CH:9][C:10]4[N:11]([C:13]([C:16]([F:18])([F:17])[F:19])=[N:14][N:15]=4)[CH:12]=3)[CH2:6][CH2:5]2)=[CH:23][CH:22]=1, predict the reactants needed to synthesize it. The reactants are: [N:1]1([C:7]2[CH:8]=[CH:9][C:10]3[N:11]([C:13]([C:16]([F:19])([F:18])[F:17])=[N:14][N:15]=3)[CH:12]=2)[CH2:6][CH2:5][NH:4][CH2:3][CH2:2]1.[F:20][C:21]1[CH:28]=[CH:27][C:24]([CH:25]=O)=[CH:23][CH:22]=1. (5) Given the product [F:1][C:2]1[C:10]2[C:9]([CH3:12])([CH3:11])[O:8][B:7]([OH:13])[C:6]=2[CH:5]=[CH:4][C:3]=1[CH:14]=[N:16][OH:17], predict the reactants needed to synthesize it. The reactants are: [F:1][C:2]1[C:10]2[C:9]([CH3:12])([CH3:11])[O:8][B:7]([OH:13])[C:6]=2[CH:5]=[CH:4][C:3]=1[CH:14]=O.[NH2:16][OH:17].Cl.CC([O-])=O.[Na+].